Dataset: Full USPTO retrosynthesis dataset with 1.9M reactions from patents (1976-2016). Task: Predict the reactants needed to synthesize the given product. (1) Given the product [ClH:1].[F:42][C:43]1[C:48]2[O:49][CH2:50][CH2:51][O:52][C:47]=2[CH:46]=[C:45]([CH2:53][NH:13][CH:14]2[CH2:15][CH2:16][N:17]([CH2:20][C@H:21]3[N:31]4[C:32]5[N:23]([C:24](=[O:34])[CH:25]=[CH:26][C:27]=5[CH:28]=[CH:29][C:30]4=[O:33])[CH2:22]3)[CH2:18][CH2:19]2)[CH:44]=1, predict the reactants needed to synthesize it. The reactants are: [ClH:1].Cl.S1C2C=CC(C[NH:13][CH:14]3[CH2:19][CH2:18][N:17]([CH2:20][C@H:21]4[N:31]5[C:32]6[N:23]([C:24](=[O:34])[CH:25]=[CH:26][C:27]=6[CH:28]=[CH:29][C:30]5=[O:33])[CH2:22]4)[CH2:16][CH2:15]3)=CC=2N=N1.C(N(CC)CC)C.[F:42][C:43]1[C:48]2[O:49][CH2:50][CH2:51][O:52][C:47]=2[CH:46]=[C:45]([CH:53]=O)[CH:44]=1.C(O[BH-](OC(=O)C)OC(=O)C)(=O)C.[Na+].C([O-])(O)=O.[Na+]. (2) Given the product [CH2:11]([O:13][C:7]1[CH:2]=[C:3]([OH:9])[C:6]2[C:7](=[C:2]([Br:1])[C:3]([O:9][CH3:10])=[CH:4][CH:5]=2)[N:8]=1)[CH3:12], predict the reactants needed to synthesize it. The reactants are: [Br:1][C:2]1[C:7]([NH2:8])=[CH:6][CH:5]=[CH:4][C:3]=1[O:9][CH3:10].[CH2:11]([OH:13])[CH3:12]. (3) Given the product [CH3:26][N:33]1[CH2:14][C:15]2[CH:16]=[C:11]([O:17][CH3:2])[CH:12]=[CH:13][C:22]=2[S:19][CH2:35][CH2:34]1, predict the reactants needed to synthesize it. The reactants are: N[C:2]1C=C(Cl)C(O)=C(Cl)C=1.[C:11]1([OH:17])[CH:16]=[CH:15][CH:14]=[CH:13][CH:12]=1.[O-][S:19]([C:22](F)(F)F)(=O)=O.[C:26]([NH:33][C:34]1C=CC=C[CH:35]=1)(OC(C)(C)C)=O. (4) Given the product [N:1]1[C:2]([CH2:10][CH2:11][C:12]([O:14][CH3:19])=[O:13])=[CH:3][N:4]2[CH:9]=[CH:8][CH:7]=[CH:6][C:5]=12, predict the reactants needed to synthesize it. The reactants are: [N:1]1[C:2]([CH2:10][CH2:11][C:12]([OH:14])=[O:13])=[CH:3][N:4]2[CH:9]=[CH:8][CH:7]=[CH:6][C:5]=12.S(Cl)(Cl)=O.[CH3:19]O.